From a dataset of Peptide-MHC class I binding affinity with 185,985 pairs from IEDB/IMGT. Regression. Given a peptide amino acid sequence and an MHC pseudo amino acid sequence, predict their binding affinity value. This is MHC class I binding data. The peptide sequence is KTTKHDQGF. The MHC is HLA-B15:17 with pseudo-sequence HLA-B15:17. The binding affinity (normalized) is 0.724.